From a dataset of Forward reaction prediction with 1.9M reactions from USPTO patents (1976-2016). Predict the product of the given reaction. (1) Given the reactants [N:1]1([C:7]2[CH:8]=[C:9]([C:19](=[O:21])[CH3:20])[CH:10]=[C:11]([S:13]([F:18])([F:17])([F:16])([F:15])[F:14])[CH:12]=2)[CH2:6][CH2:5][O:4][CH2:3][CH2:2]1.[Br-:22].[Br-].[Br-].C1([N+](C)(C)C)C=CC=CC=1.C1([N+](C)(C)C)C=CC=CC=1.C1([N+](C)(C)C)C=CC=CC=1.C(O)(=O)CC(CC(O)=O)(C(O)=O)O.C(Cl)Cl, predict the reaction product. The product is: [Br:22][CH2:20][C:19]([C:9]1[CH:10]=[C:11]([S:13]([F:15])([F:14])([F:16])([F:17])[F:18])[CH:12]=[C:7]([N:1]2[CH2:6][CH2:5][O:4][CH2:3][CH2:2]2)[CH:8]=1)=[O:21]. (2) Given the reactants Br[C:2]1[CH:7]=[CH:6][C:5]([C:8]23[O:14][C:11]([CH2:15][C:16]([O:18][CH3:19])=[O:17])([CH2:12][CH2:13]2)[CH2:10][CH2:9]3)=[CH:4][CH:3]=1.[C:20]([C:24]1[O:28][C:27]([NH:29][C:30]2[CH:35]=[CH:34][C:33](B3OC(C)(C)C(C)(C)O3)=[CH:32][CH:31]=2)=[N:26][N:25]=1)([CH3:23])([CH3:22])[CH3:21].[F-].[Cs+].O1CCOCC1, predict the reaction product. The product is: [C:20]([C:24]1[O:28][C:27]([NH:29][C:30]2[CH:35]=[CH:34][C:33]([C:2]3[CH:7]=[CH:6][C:5]([C:8]45[O:14][C:11]([CH2:15][C:16]([O:18][CH3:19])=[O:17])([CH2:12][CH2:13]4)[CH2:10][CH2:9]5)=[CH:4][CH:3]=3)=[CH:32][CH:31]=2)=[N:26][N:25]=1)([CH3:23])([CH3:21])[CH3:22]. (3) Given the reactants [CH2:1]([O:8][C:9]1[CH:10]=[CH:11][C:12]([Br:19])=[C:13]([CH:18]=1)[C:14]([O:16]C)=O)[C:2]1[CH:7]=[CH:6][CH:5]=[CH:4][CH:3]=1.[CH2:20]1COCC1, predict the reaction product. The product is: [CH2:1]([O:8][C:9]1[CH:10]=[C:11]([CH3:20])[C:12]([Br:19])=[C:13]([CH2:14][OH:16])[CH:18]=1)[C:2]1[CH:3]=[CH:4][CH:5]=[CH:6][CH:7]=1. (4) Given the reactants [CH3:1][S:2]([NH:5][C:6]1[CH:20]=[CH:19][C:9]([CH2:10][NH:11][C:12](=[O:18])[O:13][C:14]([CH3:17])([CH3:16])[CH3:15])=[CH:8][C:7]=1I)(=[O:4])=[O:3].[CH2:22]([Sn](CCCC)(CCCC)C=C)[CH2:23]CC, predict the reaction product. The product is: [CH3:1][S:2]([NH:5][C:6]1[CH:20]=[CH:19][C:9]([CH2:10][NH:11][C:12](=[O:18])[O:13][C:14]([CH3:17])([CH3:16])[CH3:15])=[CH:8][C:7]=1[CH:22]=[CH2:23])(=[O:4])=[O:3]. (5) Given the reactants [Cl:1][C:2]1[CH:3]=[C:4]2[C:8](=[CH:9][CH:10]=1)[NH:7][CH:6]=[CH:5]2.C(=O)([O-])[O-].[K+].[K+].Cl.Cl.Br[C:20]1[CH:25]=[CH:24][N:23]=[CH:22][CH:21]=1, predict the reaction product. The product is: [Cl:1][C:2]1[CH:3]=[C:4]2[C:8](=[CH:9][CH:10]=1)[N:7]([C:20]1[CH:25]=[CH:24][N:23]=[CH:22][CH:21]=1)[CH:6]=[CH:5]2. (6) Given the reactants [C:1]([C:3]1[CH:30]=[CH:29][C:6]([CH2:7][N:8]2[C:13]([CH3:14])=[C:12]([C:15]3[CH:20]=[CH:19][CH:18]=[C:17]([C:21](F)([F:23])[F:22])[CH:16]=3)[C:11](=[O:25])[C:10]([C:26]([OH:28])=[O:27])=[CH:9]2)=[CH:5][CH:4]=1)#[N:2].F[CH:32](F)C1C=CC=CC=1B(O)O.BrC1C(=O)C(C(O)=O)=CN(CC2C=CC(C#N)=CC=2)C=1C.BrC1C(=O)C(C(O)=O)=CN(C(C2C=CC(C#N)=CC=2)C)C=1C, predict the reaction product. The product is: [C:1]([C:3]1[CH:30]=[CH:29][C:6]([CH:7]([N:8]2[C:13]([CH3:14])=[C:12]([C:15]3[CH:20]=[CH:19][CH:18]=[C:17]([CH:21]([F:23])[F:22])[CH:16]=3)[C:11](=[O:25])[C:10]([C:26]([OH:28])=[O:27])=[CH:9]2)[CH3:32])=[CH:5][CH:4]=1)#[N:2]. (7) The product is: [CH3:1][O:2][C:3]1[CH:4]=[CH:5][C:6]([NH:11][C:12]2[C:13]3[N:14]([N:27]=[CH:28][N:29]=3)[CH:15]=[C:16]([N:18]3[CH2:23][CH2:22][CH2:21][CH:20]([C:24]([NH:30][C:31]4[CH:43]=[CH:42][C:34]([C:35]([O:37][C:38]([CH3:39])([CH3:40])[CH3:41])=[O:36])=[CH:33][CH:32]=4)=[O:26])[CH2:19]3)[CH:17]=2)=[N:7][C:8]=1[O:9][CH3:10]. Given the reactants [CH3:1][O:2][C:3]1[CH:4]=[CH:5][C:6]([NH:11][C:12]2[C:13]3[N:14]([N:27]=[CH:28][N:29]=3)[CH:15]=[C:16]([N:18]3[CH2:23][CH2:22][CH2:21][CH:20]([C:24]([OH:26])=O)[CH2:19]3)[CH:17]=2)=[N:7][C:8]=1[O:9][CH3:10].[NH2:30][C:31]1[CH:43]=[CH:42][C:34]([C:35]([O:37][C:38]([CH3:41])([CH3:40])[CH3:39])=[O:36])=[CH:33][CH:32]=1.CCN=C=NCCCN(C)C.CN1C=CN=C1, predict the reaction product.